The task is: Predict the product of the given reaction.. This data is from Forward reaction prediction with 1.9M reactions from USPTO patents (1976-2016). (1) Given the reactants [CH3:1][O:2][C:3]1[C@:10]2([CH2:13][CH:14]=[C:15]([CH3:17])[CH3:16])[C:11](=[O:12])[C@@H:6]([C@:7]([CH3:28])([CH2:22][CH2:23][CH:24]=[C:25]([CH3:27])[CH3:26])[C@@H:8]([O:18][CH2:19][O:20][CH3:21])[CH2:9]2)[C:5](=[O:29])[CH:4]=1.Cl[Si:31]([CH3:34])([CH3:33])[CH3:32].[Li]N1C(C)(C)CCCC1(C)C, predict the reaction product. The product is: [CH3:1][O:2][C:3]1[C@:10]2([CH2:13][CH:14]=[C:15]([CH3:16])[CH3:17])[C:11](=[O:12])[C@@H:6]([C@:7]([CH3:28])([CH2:22][CH2:23][CH:24]=[C:25]([CH3:27])[CH3:26])[C@@H:8]([O:18][CH2:19][O:20][CH3:21])[CH2:9]2)[C:5](=[O:29])[C:4]=1[Si:31]([CH3:34])([CH3:33])[CH3:32]. (2) Given the reactants C(OC(C1C([O:24][C:25](=O)[C:26]([CH3:29])([CH3:28])[CH3:27])=C2C(C)=C(C)N(CC3C=CC=CC=3)C2=CN=1)=O)C.[CH2:31]([O:33][C:34]([C:36]1[C:37]([OH:48])=[C:38]2[C:44]([Br:45])=[C:43]([Br:46])[N:42]([CH3:47])[C:39]2=[CH:40][N:41]=1)=[O:35])[CH3:32], predict the reaction product. The product is: [CH2:31]([O:33][C:34]([C:36]1[C:37]([O:48][C:25](=[O:24])[C:26]([CH3:29])([CH3:28])[CH3:27])=[C:38]2[C:44]([Br:45])=[C:43]([Br:46])[N:42]([CH3:47])[C:39]2=[CH:40][N:41]=1)=[O:35])[CH3:32]. (3) Given the reactants C([O:3][C:4]([C:6]1[S:10][C:9]([N:11]2[C:15]3[CH:16]=[C:17]([CH2:20][N:21]4[CH2:26][CH2:25][N:24]([CH3:27])[CH2:23][CH2:22]4)[CH:18]=[CH:19][C:14]=3[N:13]=[CH:12]2)=[N:8][C:7]=1[C:28]1[CH:33]=[CH:32][CH:31]=[C:30]([Cl:34])[CH:29]=1)=[O:5])C.[OH-].[Li+], predict the reaction product. The product is: [Cl:34][C:30]1[CH:29]=[C:28]([C:7]2[N:8]=[C:9]([N:11]3[C:15]4[CH:16]=[C:17]([CH2:20][N:21]5[CH2:22][CH2:23][N:24]([CH3:27])[CH2:25][CH2:26]5)[CH:18]=[CH:19][C:14]=4[N:13]=[CH:12]3)[S:10][C:6]=2[C:4]([OH:5])=[O:3])[CH:33]=[CH:32][CH:31]=1. (4) Given the reactants [C:1]1(=[O:11])[O:6][C:4](=O)[C:3]2=[CH:7][CH:8]=[CH:9][CH:10]=[C:2]12.[C:12]([OH:24])(=[O:23])[CH2:13][NH:14][C:15]([C:17]1[CH:22]=[CH:21][CH:20]=[CH:19][CH:18]=1)=O.C([O-])(=O)C.[Na+].O, predict the reaction product. The product is: [O:11]=[C:1]1[C:2]2[CH:10]=[CH:9][CH:8]=[CH:7][C:3]=2/[C:4](=[C:13]2\[N:14]=[C:15]([C:17]3[CH:18]=[CH:19][CH:20]=[CH:21][CH:22]=3)[O:24][C:12]\2=[O:23])/[O:6]1. (5) Given the reactants [O:1]1[CH2:6][CH2:5][CH:4]([OH:7])[CH2:3][CH2:2]1.Br[CH2:9][CH2:10][CH2:11][O:12][CH2:13][C:14]1[CH:19]=[CH:18][CH:17]=[CH:16][CH:15]=1, predict the reaction product. The product is: [CH2:13]([O:12][CH2:11][CH2:10][CH2:9][O:7][CH:4]1[CH2:5][CH2:6][O:1][CH2:2][CH2:3]1)[C:14]1[CH:19]=[CH:18][CH:17]=[CH:16][CH:15]=1. (6) Given the reactants [Cl-].O[NH3+:3].[C:4](=[O:7])([O-])[OH:5].[Na+].CS(C)=O.[CH2:13]([C:17]1[N:18]=[C:19]([CH3:46])[N:20]([C:39]2[CH:44]=[CH:43][CH:42]=[C:41]([CH3:45])[CH:40]=2)[C:21](=[O:38])[C:22]=1[CH2:23][C:24]1[CH:29]=[CH:28][C:27]([C:30]2[C:31]([C:36]#[N:37])=[CH:32][CH:33]=[CH:34][CH:35]=2)=[CH:26][CH:25]=1)[CH2:14][CH2:15][CH3:16], predict the reaction product. The product is: [CH2:13]([C:17]1[N:18]=[C:19]([CH3:46])[N:20]([C:39]2[CH:44]=[CH:43][CH:42]=[C:41]([CH3:45])[CH:40]=2)[C:21](=[O:38])[C:22]=1[CH2:23][C:24]1[CH:25]=[CH:26][C:27]([C:30]2[CH:35]=[CH:34][CH:33]=[CH:32][C:31]=2[C:36]2[NH:3][C:4](=[O:7])[O:5][N:37]=2)=[CH:28][CH:29]=1)[CH2:14][CH2:15][CH3:16]. (7) Given the reactants [CH3:1][O:2][C:3](=[O:13])[CH2:4][O:5][C:6]1[CH:11]=[CH:10][C:9]([OH:12])=[CH:8][CH:7]=1.C1N2CN3CN(C2)CN1C3.[C:24](OCC)(=[O:26])C, predict the reaction product. The product is: [CH3:1][O:2][C:3](=[O:13])[CH2:4][O:5][C:6]1[CH:11]=[CH:10][C:9]([OH:12])=[C:8]([CH:24]=[O:26])[CH:7]=1.